Dataset: Experimentally validated miRNA-target interactions with 360,000+ pairs, plus equal number of negative samples. Task: Binary Classification. Given a miRNA mature sequence and a target amino acid sequence, predict their likelihood of interaction. (1) The miRNA is mmu-miR-200a-3p with sequence UAACACUGUCUGGUAACGAUGU. The protein sequence of the target gene is MNIFRLTGDLSHLAAIVILLLKIWKTRSCAGISGKSQLLFALVFTTRYLDLFTSFISLYNTSMKVIYLACSYATVYLIYLKFKATYDGNHDTFRVEFLVVPVGGLSFLVNHDFSPLEILWTFSIYLESVAILPQLFMISKTGEAETITTHYLFFLGLYRALYLVNWIWRFYFEGFFDLIAVVAGVVQTILYCDFFYLYITKVLKGKKLSLPA. Result: 0 (no interaction). (2) The miRNA is hsa-miR-6840-3p with sequence GCCCAGGACUUUGUGCGGGGUG. The protein sequence of the target gene is MASLDRVKVLVLGDSGVGKSSLVHLLCQNQVLGNPSWTVGCSVDVRVHDYKEGTPEEKTYYIELWDVGGSVGSASSVKSTRAVFYNSVNGIIFVHDLTNKKSSQNLRRWSLEALNRDLVPTGVLVTNGDYDQEQFADNQIPLLVIGTKLDQIHETKRHEVLTRTAFLAEDFNPEEINLDCTNPRYLAAGSSNAVKLSRFFDKVIEKRYFLREGNQIPGFPDRKRFGAGTLKSLHYD. Result: 1 (interaction). (3) The miRNA is hsa-miR-506-3p with sequence UAAGGCACCCUUCUGAGUAGA. The protein sequence of the target gene is MRPGAPGPLWPLPWGALAWAVGFVSSMGSGNPAPGGVCWLQQGQEATCSLVLQTDVTRAECCASGNIDTAWSNLTHPGNKINLLGFLGLVHCLPCKDSCDGVECGPGKACRMLGGRPRCECAPDCSGLPARLQVCGSDGATYRDECELRAARCRGHPDLSVMYRGRCRKSCEHVVCPRPQSCVVDQTGSAHCVVCRAAPCPVPSSPGQELCGNNNVTYISSCHMRQATCFLGRSIGVRHAGSCAGTPEEPPGGESAEEEENFV. Result: 1 (interaction). (4) The miRNA is hsa-miR-6852-3p with sequence UGUCCUCUGUUCCUCAG. The protein sequence of the target gene is MTEGTCLRRRGGPYKTEPATDLTRWRLQNELGRQRWTYYQAEDDPGREQTGLEAHSLGLDTRSYFTDLPKAQTAHEGALNGVTFYAKLQAEDGHWAGDYGGPLFLLPGLLITCHISHISLPAGYREEMVRYLRSVQLPDGGWGLHIEDKSTVFGTALNYVALRILGIGPDDPDLVRARNVLHKKGGAVAIPSWGKFWLAVLNVYSWEGLNTLFPEMWLFPEWVPAHPSTLWCHCRQVYLPMSYCYATRLSASEDPLVQSLRQELYVQDYASIDWPAQRNNVSPDEMYTPHSWLLHVVYGL.... Result: 0 (no interaction). (5) The miRNA is mmu-miR-3070-2-3p with sequence UGGUGCUAUGGUCAGGGGUAGA. The protein sequence of the target gene is MEQSPPPAPEPTQGPTPARSRRRREPESPPASAPIPLFGADTIGQRSPDGPVLSKAEFVEKVRQSNQACHDGDFHTAIVLYNEALAVDPQNCILYSNRSAAYMKIQQYDKALDDAIKARLLNPKWPKAYFRQGVALQYLGRHADALAAFASGLAQDPKSLQLLVGMVEAAMKSPMRDSLEPTYQQLQKMKLDKSPFVVVSVVGQELLTAGHHGASVVVLEAALKIGTCSLKLRGSVFSALSSAYWSLGNTEKSTGYMQQDLDVAKTLGDQTGECRAHGNLGSAFFSKGNYREALTNHRHQ.... Result: 0 (no interaction). (6) The miRNA is hsa-miR-103a-3p with sequence AGCAGCAUUGUACAGGGCUAUGA. Result: 1 (interaction). The protein sequence of the target gene is MGLLSILRKLKSAPDQEVRILLLGLDNAGKTTLLKQLASEDISHITPTQGFNIKSVQSQGFKLNVWDIGGQRKIRPYWKNYFENTDILIYVIDSADRKRFEETGQELAELLEEEKLSCVPVLIFANKQDLLTAAPASEIAEGLNLHTIRDRVWQIQSCSALTGEGVQDGMNWVCKNVNAKKK.